From a dataset of Reaction yield outcomes from USPTO patents with 853,638 reactions. Predict the reaction yield, written as a fraction of the theoretical maximum amount of product (1.0 means a 100% yield; for example, 0.34 means a 34% yield). (1) The reactants are Br[B:2](Br)[C:3]1[C:8]([F:9])=[C:7]([F:10])[C:6]([F:11])=[C:5]([F:12])[C:4]=1[B:13](Br)Br.[F:35][C:26]1[C:25]([Zn][C:25]2[C:30]([F:31])=[C:29]([F:32])[C:28]([F:33])=[C:27]([F:34])[C:26]=2[F:35])=[C:30]([F:31])[C:29]([F:32])=[C:28]([F:33])[C:27]=1[F:34]. The catalyst is C1(C)C=CC=CC=1. The product is [F:35][C:26]1[C:25]([B:2]([C:25]2[C:26]([F:35])=[C:27]([F:34])[C:28]([F:33])=[C:29]([F:32])[C:30]=2[F:31])[C:3]2[C:8]([F:9])=[C:7]([F:10])[C:6]([F:11])=[C:5]([F:12])[C:4]=2[B:13]([C:25]2[C:30]([F:31])=[C:29]([F:32])[C:28]([F:33])=[C:27]([F:34])[C:26]=2[F:35])[C:25]2[C:26]([F:35])=[C:27]([F:34])[C:28]([F:33])=[C:29]([F:32])[C:30]=2[F:31])=[C:30]([F:31])[C:29]([F:32])=[C:28]([F:33])[C:27]=1[F:34]. The yield is 0.890. (2) The reactants are [Br-].[CH2:2]([P+](C1C=CC=CC=1)(C1C=CC=CC=1)C1C=CC=CC=1)[CH2:3][C:4]1[CH:9]=[CH:8][CH:7]=[CH:6][CH:5]=1.[Li]CCCC.[CH3:34][C:35]([CH3:42])=[CH:36][CH2:37][CH2:38][C:39](=O)[CH3:40]. No catalyst specified. The product is [CH3:40][C:39]([CH2:38][CH2:37][CH:36]=[C:35]([CH3:42])[CH3:34])=[CH:2][CH2:3][C:4]1[CH:5]=[CH:6][CH:7]=[CH:8][CH:9]=1. The yield is 0.170. (3) The reactants are Cl.[NH2:2][CH2:3][C:4]1[CH:5]=[C:6]2[C:11](=[CH:12][CH:13]=1)[N:10]=[C:9]([CH3:14])[N:8]([CH:15]1[CH2:20][CH2:19][C:18](=[O:21])[NH:17][C:16]1=[O:22])[C:7]2=[O:23].C([N:26]([CH2:29]C)[CH2:27][CH3:28])C.[F:31][C:32]([F:44])([F:43])[O:33][C:34]1[CH:39]=CC=[CH:36][C:35]=1N=C=O.C1C[O:48]CC1. No catalyst specified. The product is [O:22]=[C:16]1[CH:15]([N:8]2[C:7](=[O:23])[C:6]3[C:11](=[CH:12][CH:13]=[C:4]([CH2:3][NH:2][C:29]([NH:26][C:27]4[CH:28]=[CH:39][C:34]([O:33][C:32]([F:44])([F:43])[F:31])=[CH:35][CH:36]=4)=[O:48])[CH:5]=3)[N:10]=[C:9]2[CH3:14])[CH2:20][CH2:19][C:18](=[O:21])[NH:17]1. The yield is 0.670. (4) The reactants are C[Si]([C:5]#[N:6])(C)C.[NH2:7][C:8]1[CH:13]=[CH:12][C:11]([CH2:14][C:15]([OH:17])=[O:16])=[CH:10][CH:9]=1.[C:18]1(=O)[CH2:21][CH2:20][CH2:19]1. The catalyst is O1CCOCC1. The product is [C:5]([C:18]1([NH:7][C:8]2[CH:9]=[CH:10][C:11]([CH2:14][C:15]([OH:17])=[O:16])=[CH:12][CH:13]=2)[CH2:21][CH2:20][CH2:19]1)#[N:6]. The yield is 0.990. (5) The reactants are Cl.[Cl:2][C:3]1[C:4]([F:28])=[C:5]([CH:25]=[CH:26][CH:27]=1)[NH:6][C:7]1[C:16]2[C:11](=[CH:12][C:13]([O:23][CH3:24])=[C:14]([O:17][C@@H:18]3[CH2:22][CH2:21][NH:20][CH2:19]3)[CH:15]=2)[N:10]=[CH:9][N:8]=1.[CH2:29]=O. The catalyst is C(O)=O. The product is [Cl:2][C:3]1[C:4]([F:28])=[C:5]([CH:25]=[CH:26][CH:27]=1)[NH:6][C:7]1[C:16]2[C:11](=[CH:12][C:13]([O:23][CH3:24])=[C:14]([O:17][C@@H:18]3[CH2:22][CH2:21][N:20]([CH3:29])[CH2:19]3)[CH:15]=2)[N:10]=[CH:9][N:8]=1. The yield is 0.590. (6) The reactants are [CH:1]([C:3]1[CH:4]=[C:5]([CH:9]=[CH:10][C:11]=1[CH3:12])[C:6]([OH:8])=O)=[O:2].CN(C(ON1N=NC2C=CC=CC1=2)=[N+](C)C)C.F[P-](F)(F)(F)(F)F.Cl.[NH:38]1[CH2:43][CH2:42][CH:41]([C:44]2[CH:51]=[CH:50][C:47]([C:48]#[N:49])=[CH:46][CH:45]=2)[CH2:40][CH2:39]1.CCN(C(C)C)C(C)C. The catalyst is CN(C)C=O.CCOC(C)=O. The product is [CH:1]([C:3]1[CH:4]=[C:5]([CH:9]=[CH:10][C:11]=1[CH3:12])[C:6]([N:38]1[CH2:43][CH2:42][CH:41]([C:44]2[CH:51]=[CH:50][C:47]([C:48]#[N:49])=[CH:46][CH:45]=2)[CH2:40][CH2:39]1)=[O:8])=[O:2]. The yield is 0.750. (7) The reactants are [CH3:1][N:2]([C:11]1[CH:12]=[CH:13][C:14]([CH3:27])=[C:15]2[C:19]=1[NH:18][C:17]([C:20]1[S:21][C:22]([CH2:25]Cl)=[CH:23][N:24]=1)=[CH:16]2)[S:3]([C:6]1[S:7][CH:8]=[CH:9][CH:10]=1)(=[O:5])=[O:4].[C:28]([N:31]1[CH2:36][CH2:35][NH:34][CH2:33][CH2:32]1)(=[O:30])[CH3:29].[C:37](=O)([O-])[O-].[K+].[K+].O. The catalyst is CN(C)C=O. The product is [C:28]([N:31]1[CH2:36][CH2:35][N:34]([CH2:25][C:22]2[S:21][C:20]([C:17]3[NH:18][C:19]4[C:15]([CH:16]=3)=[C:14]([CH3:27])[CH:13]=[CH:12][C:11]=4[N:2]([CH2:1][CH3:37])[S:3]([C:6]3[S:7][CH:8]=[CH:9][CH:10]=3)(=[O:5])=[O:4])=[N:24][CH:23]=2)[CH2:33][CH2:32]1)(=[O:30])[CH3:29]. The yield is 0.470.